Task: Binary Classification. Given a miRNA mature sequence and a target amino acid sequence, predict their likelihood of interaction.. Dataset: Experimentally validated miRNA-target interactions with 360,000+ pairs, plus equal number of negative samples (1) The miRNA is mmu-miR-124-3p with sequence UAAGGCACGCGGUGAAUGCC. The protein sequence of the target gene is MGALSSRVLRPAGRTEQPEPTPGAGGAARRSDAGEDAGHSFCYCPGGRKRKRSSGTFCYCHPDSETDDDEDEGDEQQRLLNTPRRKKLKSTSKYIYQTLFLNGENSDIKICALGEEWSLHKIYLCQSGYFSSMFSGSWKESSMNIIELEIPDQNIDIEALQVAFGSLYRDDVLIKPSRVVAILAAACMLQLDGLIQQCGETMKETISVRTVCGYYTSAGTYGLDSVKKKCLEWLLNNLMTHQSVELFKELSINVMKQLIGSSNLFVMQVEMDVYTALKKWMFLQLVPSWNGSLKQLLTET.... Result: 1 (interaction). (2) The miRNA is hsa-miR-6736-3p with sequence UCAGCUCCUCUCUACCCACAG. The protein sequence of the target gene is MEVLAEPRWPPGLAVMKTIDDLLRCGICFEYFNIAVIIPQCSHNYCSLCIRKFLSYKTQCPTCCVAVTEPDLRNNRLLDELVKSMNFARTHLLQFALESPPISPVSSTSKKVVVKVHNADAAQHPVKQANRLMDKFLIRETGDCVFELLGKENERKFSPQKELSTSAEIKETSLLGKPVLGLSDANGPVTPSTSTMKLDTKVSCPVCGVSIPENHINKHLDSCLSREEKKESLRSSAHKRKPLPKTVYNLLSDRDLKKKLKQYGLSVQGNKQQLIKRHQEFVHMYNAQCDALHPKSAAEI.... Result: 0 (no interaction). (3) The miRNA is hsa-miR-4323 with sequence CAGCCCCACAGCCUCAGA. The protein sequence of the target gene is MDFENLFSKPPNPALGKTATDSDERIDDEIDTEVEETQEEKIKLECEQIPKKFRHSAISPKSSLHRKSRSKDYDVYSDNDICSQESEDNFAKELQQYIQAREMANAAQPEESTKKEGVKDTPQAAKQKNKNLKAGHKNGKQKKMKRKWPGPGNKGSNALLRNSGSQEEDGKPKEKQQHLSQAFINQHTVERKGKQICKYFLERKCIKGDQCKFDHDAEIEKKKEMCKFYVQGYCTRGENCLYLHNEYPCKFYHTGTKCYQGEYCKFSHAPLTPETQELLAKVLDTEKKSCK. Result: 0 (no interaction). (4) The miRNA is mmu-miR-138-5p with sequence AGCUGGUGUUGUGAAUCAGGCCG. The protein sequence of the target gene is MAAALQVLPCLLRAPSRPLLWGPPVARMTSGMALAEQARQLFDSAVGAVQPGPMLQRTLSLDPSGRQLKVRDRTFQLRENLYLVGFGKAVLGMAAAAEELLAQHLVQGVISVPKGIRAAMEHAGKKEMLLKPHSRVQVFEGAEDNLPDRDALRAALTIQQLAEGLTADDLLLVLISGGGSALLPAPIPPVTLEEKQMLTKLLAARGATIQELNTIRKALSQLKGGGLAQAAYPAQVISLILSDVIGDPLEVIASGPTVASAHSVQDCLHILNHYGLRAALPRSVKTVLSRADSDPHGPHT.... Result: 1 (interaction). (5) The miRNA is hsa-miR-3680-5p with sequence GACUCACUCACAGGAUUGUGCA. The protein sequence of the target gene is MPLRDKYCQTDHHHHGCCEPVYILEPGDPPLLQQPLQTSKSGIQQIIECFRSGTKQLKHILLKDVDTIFECKLCRSLFRGLPNLITHKKFYCPPSLQMDDNLPDVNDKQSQAINDLLEAIYPSVDKREYIIKLEPIETNQNAVFQYISRTDNPIEVTESSSTPEQTEVQIQETSTEQSKTVPVTDTEVETVEPPPVEIVTDEVAPTSDEQPQESQADLETSDNSDFGHQLICCLCRKEFNSRRGVRRHIRKVHKKKMEELKKYIETRKNPNQSSKGRSKNVLVPLSRSCPVCCKSFATKA.... Result: 1 (interaction). (6) The miRNA is hsa-miR-6733-5p with sequence UGGGAAAGACAAACUCAGAGUU. Result: 0 (no interaction). The protein sequence of the target gene is MSGGGGGGGSAPSRFADYFVICGLDTETGLEPDELSALCQYIQASKARDGASPFISSTTEGENFEQTPLRRTFKSKVLARYPENVDWNPFDQDAVGMLCMPKGLAFKTQADPREPQFHAFIITREDGSRTFGFALTFYEEVTSKQICSAMQTLYHMHNAEYDVLHAPLADGGDQSGMEDGEGIPGTKLQRFNSYDISRDTLYVSKCICLITPMSFMKACRSVLQQLHQAVTSPQPPPLPLESYIYNVLYEVPLPPPGRSLKFSGVYGPIICQRPSTNELPLFDFPVKEVFELLGVENVFQ.... (7) The miRNA is cel-miR-1820-5p with sequence UUUUGAUUGUUUUUCGAUGAUGUUCG. The protein sequence of the target gene is MGQCVTKCKNPSSTLGSKNGDREPSNKSHSRRGAGHREEQVPPCGKPGGDILVNGTKKAEAATEACQLPTSSGDAGRESKSNAEESSLQRLEELFRRYKDEREDAILEEGMERFCNDLCVDPTEFRVLLLAWKFQAATMCKFTRKEFFDGCKAISADSIDGICARFPSLLTEAKQEDKFKDLYRFTFQFGLDSEEGQRSLHREIAIALWKLVFTQNNPPVLDQWLNFLTENPSGIKGISRDTWNMFLNFTQVIGPDLSNYSEDEAWPSLFDTFVEWEMERRKREGEGRGALSSGPEGLCP.... Result: 0 (no interaction).